This data is from Reaction yield outcomes from USPTO patents with 853,638 reactions. The task is: Predict the reaction yield, written as a fraction of the theoretical maximum amount of product (1.0 means a 100% yield; for example, 0.34 means a 34% yield). The yield is 0.316. The reactants are [CH2:1]([C@@H:5]1[NH:10][CH2:9][C@H:8]([CH2:11][CH:12]([CH3:14])[CH3:13])[NH:7][C:6]1=[O:15])[CH:2]([CH3:4])[CH3:3].[N+:16]([C:19]1[CH:24]=[CH:23][C:22]([C:25]2[O:29][N:28]=[C:27]([C:30](O)=[O:31])[CH:26]=2)=[CH:21][CH:20]=1)([O-:18])=[O:17].C([C@@H]1N(C([C@@H]2C[C@H]2C2C=CC=CC=2)=O)C[C@H](CC(C)C)NC1=O)C(C)C. The product is [CH2:1]([C@@H:5]1[N:10]([C:30]([C:27]2[CH:26]=[C:25]([C:22]3[CH:21]=[CH:20][C:19]([N+:16]([O-:18])=[O:17])=[CH:24][CH:23]=3)[O:29][N:28]=2)=[O:31])[CH2:9][C@H:8]([CH2:11][CH:12]([CH3:14])[CH3:13])[NH:7][C:6]1=[O:15])[CH:2]([CH3:4])[CH3:3]. No catalyst specified.